The task is: Predict the reactants needed to synthesize the given product.. This data is from Full USPTO retrosynthesis dataset with 1.9M reactions from patents (1976-2016). (1) Given the product [CH2:23]([C:19]1[CH:20]=[C:21]([CH3:22])[C:16]([N:13]2[CH2:14][CH2:15][N:10]([C:8]([C:5]3[CH:4]=[CH:3][C:2]([N:30]4[C@H:29]([CH2:31][OH:32])[CH2:28][O:27][C:26]4=[O:25])=[N:7][CH:6]=3)=[O:9])[CH2:11][CH2:12]2)=[N:17][CH:18]=1)[CH3:24], predict the reactants needed to synthesize it. The reactants are: Br[C:2]1[N:7]=[CH:6][C:5]([C:8]([N:10]2[CH2:15][CH2:14][N:13]([C:16]3[C:21]([CH3:22])=[CH:20][C:19]([CH2:23][CH3:24])=[CH:18][N:17]=3)[CH2:12][CH2:11]2)=[O:9])=[CH:4][CH:3]=1.[O:25]=[C:26]1[NH:30][C@H:29]([CH2:31][O:32]C(=O)C2C=CC=CC=2)[CH2:28][O:27]1. (2) Given the product [C:7]1([C:4]2[CH:3]=[CH:2][CH:1]=[CH:6][CH:5]=2)[CH:8]=[CH:9][C:10]([CH2:13][CH2:14][NH:15][C:28](=[O:29])[O:30][C:31]2[CH:36]=[CH:35][C:34]([CH3:37])=[CH:33][CH:32]=2)=[CH:11][CH:12]=1, predict the reactants needed to synthesize it. The reactants are: [CH:1]1[CH:6]=[CH:5][C:4]([C:7]2[CH:12]=[CH:11][C:10]([CH2:13][CH2:14][NH2:15])=[CH:9][CH:8]=2)=[CH:3][CH:2]=1.ClC(OC1C=CC(F)=CC=1)=O.Cl[C:28]([O:30][C:31]1[CH:36]=[CH:35][C:34]([CH3:37])=[CH:33][CH:32]=1)=[O:29]. (3) Given the product [N:39]1[C:48]2[C:43](=[CH:44][CH:45]=[CH:46][CH:47]=2)[C:42]([CH2:49][CH2:9][CH2:8][CH2:7][C:5]([O:4][CH2:2][CH3:3])=[O:6])=[CH:41][CH:40]=1, predict the reactants needed to synthesize it. The reactants are: [Br-].[CH2:2]([O:4][C:5]([CH2:7][CH2:8][CH2:9][P+](C1C=CC=CC=1)(C1C=CC=CC=1)C1C=CC=CC=1)=[O:6])[CH3:3].C[Si]([N-][Si](C)(C)C)(C)C.[Na+].[N:39]1[C:48]2[C:43](=[CH:44][CH:45]=[CH:46][CH:47]=2)[C:42]([CH:49]=O)=[CH:41][CH:40]=1. (4) Given the product [Br:29][C:5]1[CH:4]=[C:3]([O:2][CH3:1])[C:12]2[NH:11][CH2:10][C@@H:9]3[CH2:14][N:15]([C:17]([O:19][C:20]([CH3:23])([CH3:22])[CH3:21])=[O:18])[CH2:16][C@@H:8]3[C:7]=2[CH:6]=1, predict the reactants needed to synthesize it. The reactants are: [CH3:1][O:2][C:3]1[C:12]2[NH:11][C:10](=O)[C@@H:9]3[CH2:14][N:15]([C:17]([O:19][C:20]([CH3:23])([CH3:22])[CH3:21])=[O:18])[CH2:16][C@@H:8]3[C:7]=2[CH:6]=[CH:5][CH:4]=1.CN(C=O)C.[Br:29]N1C(=O)CCC1=O. (5) The reactants are: [Cl:1][C:2]1[CH:12]=[C:11]([Cl:13])[CH:10]=[CH:9][C:3]=1[O:4][CH2:5][C:6]([OH:8])=O.[NH2:14][C:15]1[CH:16]=[C:17]([OH:21])[CH:18]=[CH:19][CH:20]=1.F[P-](F)(F)(F)(F)F.[PH4+].C(N(CC)C(C)C)(C)C. Given the product [Cl:1][C:2]1[CH:12]=[C:11]([Cl:13])[CH:10]=[CH:9][C:3]=1[O:4][CH2:5][C:6]([NH:14][C:15]1[CH:20]=[CH:19][CH:18]=[C:17]([OH:21])[CH:16]=1)=[O:8], predict the reactants needed to synthesize it. (6) Given the product [CH3:52][CH:51]([N:53]1[CH2:58][CH2:57][N:56]([C:59]([C@H:61]2[CH2:65][CH2:64][N:63]([C:2]3[CH:7]=[CH:6][C:5]([C:8]4[O:12][N:11]=[C:10]([CH3:13])[N:9]=4)=[CH:4][CH:3]=3)[CH2:62]2)=[O:60])[CH2:55][CH2:54]1)[CH3:50], predict the reactants needed to synthesize it. The reactants are: Br[C:2]1[CH:7]=[CH:6][C:5]([C:8]2[O:12][N:11]=[C:10]([CH3:13])[N:9]=2)=[CH:4][CH:3]=1.C1(P(C2CCCCC2)C2C=CC=CC=2C2C=CC=CC=2N(C)C)CCCCC1.P([O-])([O-])([O-])=O.[K+].[K+].[K+].[CH3:50][CH:51]([N:53]1[CH2:58][CH2:57][N:56]([C:59]([C@H:61]2[CH2:65][CH2:64][NH:63][CH2:62]2)=[O:60])[CH2:55][CH2:54]1)[CH3:52].